The task is: Predict the product of the given reaction.. This data is from Forward reaction prediction with 1.9M reactions from USPTO patents (1976-2016). (1) Given the reactants [Cl:1][C:2]1[C:3]([CH3:15])=[C:4]([NH:8][C:9](=[O:14])[CH:10]=[C:11]([CH3:13])[CH3:12])[CH:5]=[CH:6][CH:7]=1.[Cl-].[Al+3].[Cl-].[Cl-].[Cl:20][CH2:21][C:22](Cl)=[O:23], predict the reaction product. The product is: [Cl:1][C:2]1[C:3]([CH3:15])=[C:4]2[C:5]([C:11]([CH3:12])([CH3:13])[CH2:10][C:9](=[O:14])[NH:8]2)=[CH:6][C:7]=1[C:22](=[O:23])[CH2:21][Cl:20]. (2) The product is: [C:17]([C:18]1[CH:24]=[CH:23][CH:22]=[CH:21][C:19]=1[NH:20][C:14](=[O:15])/[CH:13]=[CH:12]/[C:11]1[C:2](=[O:1])[O:3][C:4]2[C:9]([CH:10]=1)=[CH:8][CH:7]=[CH:6][CH:5]=2)([OH:26])=[O:25]. Given the reactants [O:1]=[C:2]1[C:11](/[CH:12]=[CH:13]/[C:14](Cl)=[O:15])=[CH:10][C:9]2[C:4](=[CH:5][CH:6]=[CH:7][CH:8]=2)[O:3]1.[C:17]([OH:26])(=[O:25])[C:18]1[C:19](=[CH:21][CH:22]=[CH:23][CH:24]=1)[NH2:20].C(N(CC)CC)C, predict the reaction product.